From a dataset of Catalyst prediction with 721,799 reactions and 888 catalyst types from USPTO. Predict which catalyst facilitates the given reaction. (1) Reactant: C(=O)([O-])[O-].[K+].[K+].[C:7]1(/[CH:13]=[CH:14]/B(O)O)[CH:12]=[CH:11][CH:10]=[CH:9][CH:8]=1.I[C:19]1[CH:24]=[CH:23][N:22]([CH2:25][CH2:26][C@@:27]([CH3:42])([S:38]([CH3:41])(=[O:40])=[O:39])[C:28]([NH:30][O:31][CH:32]2[CH2:37][CH2:36][CH2:35][CH2:34][O:33]2)=[O:29])[C:21](=[O:43])[CH:20]=1.O1CCOCC1.O. Product: [CH3:42][C@@:27]([S:38]([CH3:41])(=[O:39])=[O:40])([CH2:26][CH2:25][N:22]1[CH:23]=[CH:24][C:19](/[CH:14]=[CH:13]/[C:7]2[CH:12]=[CH:11][CH:10]=[CH:9][CH:8]=2)=[CH:20][C:21]1=[O:43])[C:28]([NH:30][O:31][CH:32]1[CH2:37][CH2:36][CH2:35][CH2:34][O:33]1)=[O:29]. The catalyst class is: 78. (2) Reactant: [C:1]([C:3]1[CH:4]=[CH:5][C:6]2[O:10][C:9]([C:11]([OH:13])=O)=[C:8]([CH3:14])[C:7]=2[C:15]=1[O:16][CH3:17])#[N:2].[CH3:18][O:19][C:20](=[O:42])[C@@H:21]([NH:25][S:26]([C:29]1[CH:34]=[CH:33][C:32]([C:35]2[CH:40]=[CH:39][C:38]([NH2:41])=[CH:37][CH:36]=2)=[CH:31][CH:30]=1)(=[O:28])=[O:27])[CH:22]([CH3:24])[CH3:23].F[P-](F)(F)(F)(F)F.N1(O[P+](N(C)C)(N(C)C)N(C)C)C2C=CC=CC=2N=N1.C(N(CC)C(C)C)(C)C. Product: [CH3:18][O:19][C:20](=[O:42])[C@@H:21]([NH:25][S:26]([C:29]1[CH:34]=[CH:33][C:32]([C:35]2[CH:36]=[CH:37][C:38]([NH:41][C:11]([C:9]3[O:10][C:6]4[CH:5]=[CH:4][C:3]([C:1]#[N:2])=[C:15]([O:16][CH3:17])[C:7]=4[C:8]=3[CH3:14])=[O:13])=[CH:39][CH:40]=2)=[CH:31][CH:30]=1)(=[O:28])=[O:27])[CH:22]([CH3:24])[CH3:23]. The catalyst class is: 650. (3) Reactant: I[C:2]1[CH:3]=[C:4]([CH:12]=[CH:13][CH:14]=1)[CH2:5][N:6]1[CH2:10][CH2:9][CH2:8][C:7]1=[O:11].CNC1CCCCC1NC.[C:25]([C:29]1[CH:33]=[C:32]([NH2:34])[NH:31][N:30]=1)([CH3:28])([CH3:27])[CH3:26].C(=O)([O-])[O-].[K+].[K+]. Product: [NH2:34][C:32]1[N:31]([C:2]2[CH:3]=[C:4]([CH:12]=[CH:13][CH:14]=2)[CH2:5][N:6]2[CH2:10][CH2:9][CH2:8][C:7]2=[O:11])[N:30]=[C:29]([C:25]([CH3:28])([CH3:27])[CH3:26])[CH:33]=1. The catalyst class is: 432. (4) Product: [O:8]1[C:7]2([CH2:12][CH2:13][CH2:14][C@H:5]([CH2:4][NH2:1])[CH2:6]2)[O:11][CH2:10][CH2:9]1. Reactant: [N+:1]([CH2:4][C@H:5]1[CH2:14][CH2:13][CH2:12][C:7]2([O:11][CH2:10][CH2:9][O:8]2)[CH2:6]1)([O-])=O. The catalyst class is: 50.